This data is from Full USPTO retrosynthesis dataset with 1.9M reactions from patents (1976-2016). The task is: Predict the reactants needed to synthesize the given product. (1) Given the product [F:7][C:8]1[CH:13]=[CH:12][CH:11]=[CH:10][C:9]=1[C:14]1[O:18][N:17]=[C:16]([C:19]2[CH:20]=[C:21]([CH:27]=[CH:28][CH:29]=2)[C:22]([NH:24][C:25]([N:1]2[CH2:6][CH2:5][O:4][CH2:3][CH2:2]2)=[O:26])=[O:23])[N:15]=1, predict the reactants needed to synthesize it. The reactants are: [NH:1]1[CH2:6][CH2:5][O:4][CH2:3][CH2:2]1.[F:7][C:8]1[CH:13]=[CH:12][CH:11]=[CH:10][C:9]=1[C:14]1[O:18][N:17]=[C:16]([C:19]2[CH:20]=[C:21]([CH:27]=[CH:28][CH:29]=2)[C:22]([N:24]=[C:25]=[O:26])=[O:23])[N:15]=1. (2) Given the product [CH:33]1[C:28]2[CH:27]=[CH:26][C:25]3[CH:34]=[CH:35][CH:36]=[CH:37][C:24]=3[C:23](=[C:20]3[CH2:19][CH2:18][N:17]([C:15](=[O:16])[CH2:14][CH2:13][C@H:10]([NH:9][C:3](=[O:5])[CH3:4])[CH2:11][OH:12])[CH2:22][CH2:21]3)[C:29]=2[CH:30]=[CH:31][CH:32]=1, predict the reactants needed to synthesize it. The reactants are: [OH-].[Na+].[CH2:3]([O:5]CC)[CH3:4].Cl.[NH2:9][C@@H:10]([CH2:13][CH2:14][C:15]([N:17]1[CH2:22][CH2:21][C:20](=[C:23]2[C:29]3[CH:30]=[CH:31][CH:32]=[CH:33][C:28]=3[CH:27]=[CH:26][C:25]3[CH:34]=[CH:35][CH:36]=[CH:37][C:24]2=3)[CH2:19][CH2:18]1)=[O:16])[CH2:11][OH:12].C(Cl)(=O)C. (3) Given the product [CH3:39][C:32]1[NH:33][C:34]([CH3:38])=[CH:35][C:36](=[O:37])[C:31]=1[CH2:30][NH:29][C:15]([C:12]1[C:11]([CH3:18])=[C:10]([N:9]([C@H:6]2[CH2:5][CH2:4][C@H:3]([N:2]([CH3:1])[CH3:21])[CH2:8][CH2:7]2)[CH2:19][CH3:20])[S:14][CH:13]=1)=[O:17], predict the reactants needed to synthesize it. The reactants are: [CH3:1][N:2]([CH3:21])[C@H:3]1[CH2:8][CH2:7][C@H:6]([N:9]([CH2:19][CH3:20])[C:10]2[S:14][CH:13]=[C:12]([C:15]([OH:17])=O)[C:11]=2[CH3:18])[CH2:5][CH2:4]1.CN1CCOCC1.[NH2:29][CH2:30][C:31]1[C:36](=[O:37])[CH:35]=[C:34]([CH3:38])[NH:33][C:32]=1[CH3:39].C(Cl)CCl.C1C=CC2N(O)N=NC=2C=1.